From a dataset of Forward reaction prediction with 1.9M reactions from USPTO patents (1976-2016). Predict the product of the given reaction. (1) Given the reactants Cl[C:2]1[CH:7]=[C:6]([NH:8][C:9]2[CH:17]=[CH:16][CH:15]=[CH:14][C:10]=2[C:11]([OH:13])=[O:12])[C:5]([Cl:18])=[CH:4][N:3]=1.[CH3:19][N:20]1[C:24]([NH2:25])=[CH:23][C:22]([CH3:26])=[N:21]1.C1(P(C2C=CC=CC=2)C2C=CC3C(=CC=CC=3)C=2C2C3C(=CC=CC=3)C=CC=2P(C2C=CC=CC=2)C2C=CC=CC=2)C=CC=CC=1.CC(C)([O-])C.[Na+], predict the reaction product. The product is: [Cl:18][C:5]1[C:6]([NH:8][C:9]2[CH:17]=[CH:16][CH:15]=[CH:14][C:10]=2[C:11]([OH:13])=[O:12])=[CH:7][C:2]([NH:25][C:24]2[N:20]([CH3:19])[N:21]=[C:22]([CH3:26])[CH:23]=2)=[N:3][CH:4]=1. (2) Given the reactants [C:1]1([C:12]2[CH:17]=[CH:16][CH:15]=[CH:14][CH:13]=2)[CH:6]=[CH:5][C:4]([C:7]2[S:8][CH:9]=[CH:10][N:11]=2)=[CH:3][CH:2]=1.[Br:18]N1C(=O)CCC1=O.[O-]S([O-])=O.[Na+].[Na+], predict the reaction product. The product is: [C:1]1([C:12]2[CH:17]=[CH:16][CH:15]=[CH:14][CH:13]=2)[CH:6]=[CH:5][C:4]([C:7]2[S:8][C:9]([Br:18])=[CH:10][N:11]=2)=[CH:3][CH:2]=1.